Dataset: Reaction yield outcomes from USPTO patents with 853,638 reactions. Task: Predict the reaction yield, written as a fraction of the theoretical maximum amount of product (1.0 means a 100% yield; for example, 0.34 means a 34% yield). (1) The reactants are [NH2:1][C:2]1[S:3][CH:4]=[C:5]2[C:10]=1[C:9](=[O:11])[N:8]([C:12]1[CH:17]=[CH:16][C:15]([Cl:18])=[CH:14][CH:13]=1)[N:7]=[C:6]2[C:19]([NH:21][CH:22](C)C)=[O:20].NC1SC=C2C=1C(=O)N(C1C=CC(Cl)=CC=1)N=C2C(O)=O.CN. The yield is 0.520. The catalyst is C(O)C. The product is [NH2:1][C:2]1[S:3][CH:4]=[C:5]2[C:10]=1[C:9](=[O:11])[N:8]([C:12]1[CH:13]=[CH:14][C:15]([Cl:18])=[CH:16][CH:17]=1)[N:7]=[C:6]2[C:19]([NH:21][CH3:22])=[O:20]. (2) The reactants are [CH3:1][O:2][C:3]1[CH:4]=[C:5]([CH2:15][CH2:16][CH2:17][CH2:18][CH2:19][CH2:20][CH2:21][CH2:22][C:23]2[CH:28]=[CH:27][C:26]([NH:29]C(=O)C)=[CH:25][CH:24]=2)[C:6]2[C:11]([C:12]=1[O:13][CH3:14])=[CH:10][CH:9]=[CH:8][CH:7]=2.Cl. The catalyst is CO. The product is [CH3:1][O:2][C:3]1[CH:4]=[C:5]([CH2:15][CH2:16][CH2:17][CH2:18][CH2:19][CH2:20][CH2:21][CH2:22][C:23]2[CH:24]=[CH:25][C:26]([NH2:29])=[CH:27][CH:28]=2)[C:6]2[C:11]([C:12]=1[O:13][CH3:14])=[CH:10][CH:9]=[CH:8][CH:7]=2. The yield is 0.750.